This data is from NCI-60 drug combinations with 297,098 pairs across 59 cell lines. The task is: Regression. Given two drug SMILES strings and cell line genomic features, predict the synergy score measuring deviation from expected non-interaction effect. (1) Drug 1: CC1=C2C(C(=O)C3(C(CC4C(C3C(C(C2(C)C)(CC1OC(=O)C(C(C5=CC=CC=C5)NC(=O)OC(C)(C)C)O)O)OC(=O)C6=CC=CC=C6)(CO4)OC(=O)C)OC)C)OC. Drug 2: CCC(=C(C1=CC=CC=C1)C2=CC=C(C=C2)OCCN(C)C)C3=CC=CC=C3.C(C(=O)O)C(CC(=O)O)(C(=O)O)O. Cell line: SW-620. Synergy scores: CSS=65.3, Synergy_ZIP=12.9, Synergy_Bliss=10.6, Synergy_Loewe=-23.6, Synergy_HSA=8.63. (2) Drug 1: C1=CC(=CC=C1CCC2=CNC3=C2C(=O)NC(=N3)N)C(=O)NC(CCC(=O)O)C(=O)O. Drug 2: CN(CCCl)CCCl.Cl. Cell line: TK-10. Synergy scores: CSS=40.1, Synergy_ZIP=-1.77, Synergy_Bliss=-4.60, Synergy_Loewe=-12.7, Synergy_HSA=-3.41. (3) Drug 1: C1CN1P(=S)(N2CC2)N3CC3. Drug 2: N.N.Cl[Pt+2]Cl. Cell line: EKVX. Synergy scores: CSS=3.75, Synergy_ZIP=-3.15, Synergy_Bliss=-1.12, Synergy_Loewe=-5.77, Synergy_HSA=-3.27. (4) Drug 1: CC1=C(C(=CC=C1)Cl)NC(=O)C2=CN=C(S2)NC3=CC(=NC(=N3)C)N4CCN(CC4)CCO. Drug 2: CC(C)NC(=O)C1=CC=C(C=C1)CNNC.Cl. Cell line: HS 578T. Synergy scores: CSS=15.5, Synergy_ZIP=-3.46, Synergy_Bliss=2.43, Synergy_Loewe=-17.0, Synergy_HSA=3.39. (5) Drug 1: C1=CC(=CC=C1CCC2=CNC3=C2C(=O)NC(=N3)N)C(=O)NC(CCC(=O)O)C(=O)O. Drug 2: CCCS(=O)(=O)NC1=C(C(=C(C=C1)F)C(=O)C2=CNC3=C2C=C(C=N3)C4=CC=C(C=C4)Cl)F. Cell line: SF-295. Synergy scores: CSS=30.2, Synergy_ZIP=1.81, Synergy_Bliss=2.31, Synergy_Loewe=-9.93, Synergy_HSA=2.31. (6) Drug 1: C1=CC(=CC=C1CCCC(=O)O)N(CCCl)CCCl. Drug 2: N.N.Cl[Pt+2]Cl. Cell line: HL-60(TB). Synergy scores: CSS=49.3, Synergy_ZIP=-3.57, Synergy_Bliss=-8.67, Synergy_Loewe=-13.7, Synergy_HSA=-10.1. (7) Drug 1: C1C(C(OC1N2C=C(C(=O)NC2=O)F)CO)O. Drug 2: C1=NC2=C(N1)C(=S)N=CN2. Cell line: NCI/ADR-RES. Synergy scores: CSS=11.4, Synergy_ZIP=0.492, Synergy_Bliss=-1.40, Synergy_Loewe=-5.35, Synergy_HSA=-3.45.